From a dataset of Full USPTO retrosynthesis dataset with 1.9M reactions from patents (1976-2016). Predict the reactants needed to synthesize the given product. (1) The reactants are: [CH:1]1([C:4]2[S:25][C:7]3[NH:8][C:9](=[O:24])[N:10]([CH2:13][C:14]4[CH:19]=[CH:18][C:17]([O:20][CH3:21])=[CH:16][C:15]=4[O:22][CH3:23])[C:11](=[O:12])[C:6]=3[CH:5]=2)[CH2:3][CH2:2]1.Br[CH2:27][C:28]1[CH:33]=[CH:32][C:31]([C:34]2[C:35]([C:40]#[N:41])=[CH:36][CH:37]=[CH:38][CH:39]=2)=[CH:30][CH:29]=1.C(=O)([O-])[O-].[K+].[K+]. Given the product [CH:1]1([C:4]2[S:25][C:7]3[N:8]([CH2:27][C:28]4[CH:29]=[CH:30][C:31]([C:34]5[C:35]([C:40]#[N:41])=[CH:36][CH:37]=[CH:38][CH:39]=5)=[CH:32][CH:33]=4)[C:9](=[O:24])[N:10]([CH2:13][C:14]4[CH:19]=[CH:18][C:17]([O:20][CH3:21])=[CH:16][C:15]=4[O:22][CH3:23])[C:11](=[O:12])[C:6]=3[CH:5]=2)[CH2:3][CH2:2]1, predict the reactants needed to synthesize it. (2) Given the product [C:21]([O:25][C:26]([N:28]1[CH2:33][CH2:32][C@H:31]([C:34]2[CH:39]=[CH:38][CH:37]=[C:36]([NH:40][C:2]3[N:20]=[C:5]4[C:6]([C:10]5[CH:15]=[CH:14][C:13]([S:16]([CH3:19])(=[O:18])=[O:17])=[CH:12][CH:11]=5)=[CH:7][CH:8]=[CH:9][N:4]4[N:3]=3)[CH:35]=2)[C@H:30]([OH:41])[CH2:29]1)=[O:27])([CH3:24])([CH3:22])[CH3:23], predict the reactants needed to synthesize it. The reactants are: Cl[C:2]1[N:20]=[C:5]2[C:6]([C:10]3[CH:15]=[CH:14][C:13]([S:16]([CH3:19])(=[O:18])=[O:17])=[CH:12][CH:11]=3)=[CH:7][CH:8]=[CH:9][N:4]2[N:3]=1.[C:21]([O:25][C:26]([N:28]1[CH2:33][CH2:32][C@H:31]([C:34]2[CH:39]=[CH:38][CH:37]=[C:36]([NH2:40])[CH:35]=2)[C@H:30]([OH:41])[CH2:29]1)=[O:27])([CH3:24])([CH3:23])[CH3:22].C1(P(C2CCCCC2)C2C=CC=CC=2C2C=CC=CC=2P(C2CCCCC2)C2CCCCC2)CCCCC1. (3) Given the product [CH3:1][C:2]1[C:6]2[C:7]3[CH:24]=[CH:23][CH:22]=[CH:21][C:8]=3[C:9](=[O:20])[NH:10][C@@H:11]([CH2:12][C:13]([O:15][CH3:16])=[O:14])[C:5]=2[O:4][N:3]=1, predict the reactants needed to synthesize it. The reactants are: [CH3:1][C:2]1[C:6]2[C:7]3[CH:24]=[CH:23][CH:22]=[CH:21][C:8]=3[C:9](=[O:20])[NH:10][C@@H:11]([CH2:12][C:13]([O:15][C:16](C)(C)C)=[O:14])[C:5]=2[O:4][N:3]=1.Cl. (4) The reactants are: [CH2:1]([O:8][C:9]1[CH:10]=[C:11]2[C:16](=[CH:17][C:18]=1[CH3:19])[CH:15]=[N:14][CH:13]([CH2:20][CH3:21])[CH2:12]2)[C:2]1[CH:7]=[CH:6][CH:5]=[CH:4][CH:3]=1.C(O[CH:25]=[C:26]([C:32](=[O:34])[CH3:33])[C:27]([O:29]CC)=[O:28])C. Given the product [CH2:1]([O:8][C:9]1[C:18]([CH3:19])=[CH:17][C:16]2[C:15]3[N:14]([CH:13]([CH2:20][CH3:21])[CH2:12][C:11]=2[CH:10]=1)[CH:25]=[C:26]([C:27]([OH:29])=[O:28])[C:32](=[O:34])[CH:33]=3)[C:2]1[CH:3]=[CH:4][CH:5]=[CH:6][CH:7]=1, predict the reactants needed to synthesize it. (5) Given the product [Br:13][C:10]1[CH:11]=[CH:12][C:7]([O:6][CH2:5][C:4]([OH:3])=[O:17])=[C:8]([C:14]2[O:16][CH:19]=[C:20]([C:22]3[CH:27]=[CH:26][CH:25]=[CH:24][CH:23]=3)[N:15]=2)[CH:9]=1, predict the reactants needed to synthesize it. The reactants are: C([O:3][C:4](=[O:17])[CH2:5][O:6][C:7]1[CH:12]=[CH:11][C:10]([Br:13])=[CH:9][C:8]=1[C:14](=[O:16])[NH2:15])C.Br[CH2:19][C:20]([C:22]1[CH:27]=[CH:26][CH:25]=[CH:24][CH:23]=1)=O. (6) The reactants are: [OH:1][CH2:2][CH2:3][C:4]1[C:12]2[C:11]([NH:13][C@@H:14]3[CH2:19][CH2:18][CH2:17][N:16]([C:20]([O:22][C:23]([CH3:26])([CH3:25])[CH3:24])=[O:21])[CH2:15]3)=[N:10][CH:9]=[N:8][C:7]=2[NH:6][CH:5]=1.[CH3:27][S:28](Cl)(=[O:30])=[O:29].CCN(C(C)C)C(C)C.O.C(Cl)Cl. Given the product [CH3:27][S:28]([O:1][CH2:2][CH2:3][C:4]1[C:12]2[C:11]([NH:13][C@@H:14]3[CH2:19][CH2:18][CH2:17][N:16]([C:20]([O:22][C:23]([CH3:26])([CH3:25])[CH3:24])=[O:21])[CH2:15]3)=[N:10][CH:9]=[N:8][C:7]=2[NH:6][CH:5]=1)(=[O:30])=[O:29], predict the reactants needed to synthesize it. (7) Given the product [CH2:1]([O:8][C:9]([NH:19][CH2:20][CH2:21][CH2:22][CH2:23][CH2:24][CH2:25][CH2:26][CH2:27][CH2:28][CH2:29][CH2:30][C:31]([OH:33])=[O:32])=[O:11])[C:2]1[CH:3]=[CH:4][CH:5]=[CH:6][CH:7]=1, predict the reactants needed to synthesize it. The reactants are: [CH2:1]([O:8][C:9]([O:11]N1C(=O)CCC1=O)=O)[C:2]1[CH:7]=[CH:6][CH:5]=[CH:4][CH:3]=1.[NH2:19][CH2:20][CH2:21][CH2:22][CH2:23][CH2:24][CH2:25][CH2:26][CH2:27][CH2:28][CH2:29][CH2:30][C:31]([OH:33])=[O:32].C(N(CC)CC)C.